From a dataset of NCI-60 drug combinations with 297,098 pairs across 59 cell lines. Regression. Given two drug SMILES strings and cell line genomic features, predict the synergy score measuring deviation from expected non-interaction effect. (1) Drug 1: CC1CC2CCC3C(=C)CC(O3)CCC45CC6C(O4)C7C(O6)C(O5)C8C(O7)CCC(O8)CC(=O)CC9C(CC(C1=C)O2)OC(C9OC)CC(CN)O.CS(=O)(=O)O. Drug 2: CC1C(C(CC(O1)OC2CC(CC3=C2C(=C4C(=C3O)C(=O)C5=CC=CC=C5C4=O)O)(C(=O)C)O)N)O. Cell line: PC-3. Synergy scores: CSS=51.0, Synergy_ZIP=-8.71, Synergy_Bliss=-10.8, Synergy_Loewe=-4.46, Synergy_HSA=-3.38. (2) Drug 1: CC(C1=C(C=CC(=C1Cl)F)Cl)OC2=C(N=CC(=C2)C3=CN(N=C3)C4CCNCC4)N. Drug 2: CC(C)NC(=O)C1=CC=C(C=C1)CNNC.Cl. Cell line: UACC-257. Synergy scores: CSS=-4.62, Synergy_ZIP=1.44, Synergy_Bliss=-2.24, Synergy_Loewe=-7.31, Synergy_HSA=-6.41. (3) Drug 1: C1=NC(=NC(=O)N1C2C(C(C(O2)CO)O)O)N. Drug 2: C1CN1C2=NC(=NC(=N2)N3CC3)N4CC4. Cell line: SF-539. Synergy scores: CSS=69.1, Synergy_ZIP=-0.416, Synergy_Bliss=-2.13, Synergy_Loewe=-2.13, Synergy_HSA=1.63. (4) Drug 1: CC1=CC=C(C=C1)C2=CC(=NN2C3=CC=C(C=C3)S(=O)(=O)N)C(F)(F)F. Drug 2: CCN(CC)CCCC(C)NC1=C2C=C(C=CC2=NC3=C1C=CC(=C3)Cl)OC. Cell line: CCRF-CEM. Synergy scores: CSS=21.4, Synergy_ZIP=-3.15, Synergy_Bliss=1.08, Synergy_Loewe=-10.4, Synergy_HSA=1.04. (5) Drug 2: CCN(CC)CCCC(C)NC1=C2C=C(C=CC2=NC3=C1C=CC(=C3)Cl)OC. Synergy scores: CSS=30.4, Synergy_ZIP=19.0, Synergy_Bliss=16.2, Synergy_Loewe=8.06, Synergy_HSA=13.6. Drug 1: CN(C)N=NC1=C(NC=N1)C(=O)N. Cell line: MALME-3M. (6) Drug 1: C1=CC(=CC=C1CC(C(=O)O)N)N(CCCl)CCCl.Cl. Drug 2: CCC1=C2CN3C(=CC4=C(C3=O)COC(=O)C4(CC)O)C2=NC5=C1C=C(C=C5)O. Cell line: SK-MEL-2. Synergy scores: CSS=19.1, Synergy_ZIP=-3.96, Synergy_Bliss=-0.576, Synergy_Loewe=-14.6, Synergy_HSA=-2.18. (7) Drug 1: CS(=O)(=O)C1=CC(=C(C=C1)C(=O)NC2=CC(=C(C=C2)Cl)C3=CC=CC=N3)Cl. Drug 2: CCCCC(=O)OCC(=O)C1(CC(C2=C(C1)C(=C3C(=C2O)C(=O)C4=C(C3=O)C=CC=C4OC)O)OC5CC(C(C(O5)C)O)NC(=O)C(F)(F)F)O. Cell line: OVCAR-5. Synergy scores: CSS=14.6, Synergy_ZIP=0.305, Synergy_Bliss=4.35, Synergy_Loewe=2.30, Synergy_HSA=3.21.